From a dataset of Catalyst prediction with 721,799 reactions and 888 catalyst types from USPTO. Predict which catalyst facilitates the given reaction. (1) Reactant: [ClH:1].[CH3:2][O:3][C:4]([C@@H:6]1[CH2:18][C:17]2[C:16]3[C:11](=[CH:12][CH:13]=[CH:14][CH:15]=3)[NH:10][C:9]=2[C@H:8]([C:19]2[CH:27]=[CH:26][C:22]3[O:23][CH2:24][O:25][C:21]=3[CH:20]=2)[NH:7]1)=[O:5].[CH3:28][C:29](C)=[O:30]. Product: [CH3:2][O:3][C:4]([C@@H:6]1[CH2:18][C:17]2[C:16]3[C:11](=[CH:12][CH:13]=[CH:14][CH:15]=3)[NH:10][C:9]=2[C@H:8]([C:19]2[CH:27]=[CH:26][C:22]3[O:23][CH2:24][O:25][C:21]=3[CH:20]=2)[N:7]1[C:29](=[O:30])[CH2:28][Cl:1])=[O:5]. The catalyst class is: 503. (2) Reactant: [OH:1][C:2]1[C:10]2[O:9][CH2:8][O:7][C:6]=2[CH:5]=[CH:4][C:3]=1[C:11](=[O:20])/[CH:12]=[CH:13]/[C:14]1[CH:19]=[CH:18][CH:17]=[CH:16][N:15]=1. Product: [OH:1][C:2]1[C:10]2[O:9][CH2:8][O:7][C:6]=2[CH:5]=[CH:4][C:3]=1[C:11](=[O:20])[CH2:12][CH2:13][C:14]1[CH:19]=[CH:18][CH:17]=[CH:16][N:15]=1. The catalyst class is: 43. (3) Reactant: [Cl:1][C:2]1[C:3]([C:8]2(O)[CH2:14][CH:13]3[N:15]([C:16]([C:18]4[CH:22]=[C:21]([C:23]5[CH:24]=[N:25][NH:26][CH:27]=5)[S:20][CH:19]=4)=[O:17])[CH:10]([CH2:11][CH2:12]3)[CH2:9]2)=[N:4][CH:5]=[CH:6][CH:7]=1.CCN(S(F)(F)[F:35])CC.C(=O)([O-])O.[Na+]. Product: [Cl:1][C:2]1[C:3]([C:8]2([F:35])[CH2:14][CH:13]3[N:15]([C:16]([C:18]4[CH:22]=[C:21]([C:23]5[CH:24]=[N:25][NH:26][CH:27]=5)[S:20][CH:19]=4)=[O:17])[CH:10]([CH2:11][CH2:12]3)[CH2:9]2)=[N:4][CH:5]=[CH:6][CH:7]=1. The catalyst class is: 2. (4) Reactant: [F:1][C:2]1[CH:7]=[C:6]([O:8][CH3:9])[CH:5]=[C:4]([F:10])[C:3]=1[N:11]1[C:15]([N:16]2[CH2:21][CH2:20][CH:19]([CH3:22])[CH2:18][CH2:17]2)=[C:14]([CH3:23])[N:13]=[C:12]1SC. Product: [F:10][C:4]1[CH:5]=[C:6]([O:8][CH3:9])[CH:7]=[C:2]([F:1])[C:3]=1[N:11]1[C:15]([N:16]2[CH2:21][CH2:20][CH:19]([CH3:22])[CH2:18][CH2:17]2)=[C:14]([CH3:23])[N:13]=[CH:12]1. The catalyst class is: 171.